From a dataset of TCR-epitope binding with 47,182 pairs between 192 epitopes and 23,139 TCRs. Binary Classification. Given a T-cell receptor sequence (or CDR3 region) and an epitope sequence, predict whether binding occurs between them. (1) The epitope is FIAGLIAIV. The TCR CDR3 sequence is CASTQDRGTEAFF. Result: 0 (the TCR does not bind to the epitope). (2) The epitope is ALSKGVHFV. The TCR CDR3 sequence is CASSLEAGADSPLHF. Result: 1 (the TCR binds to the epitope). (3) The epitope is QASQEVKNW. The TCR CDR3 sequence is CASSLGGTGGETQYF. Result: 0 (the TCR does not bind to the epitope). (4) The epitope is ILHCANFNV. The TCR CDR3 sequence is CASTFRTANNEQFF. Result: 1 (the TCR binds to the epitope). (5) The epitope is IQYIDIGNY. The TCR CDR3 sequence is CASSLATVSYEQYF. Result: 0 (the TCR does not bind to the epitope). (6) The epitope is VLWAHGFEL. The TCR CDR3 sequence is CASSLGLAGVETQYF. Result: 1 (the TCR binds to the epitope).